From a dataset of Forward reaction prediction with 1.9M reactions from USPTO patents (1976-2016). Predict the product of the given reaction. (1) Given the reactants [Cl:1][C:2]1[CH:7]=[CH:6][C:5]([C@H:8]([NH2:10])[CH3:9])=[CH:4][CH:3]=1.[CH:11]1[N:16]=[C:15](Cl)[C:14]2[N:18]=[CH:19][N:20]([C@@H:21]3[O:25][C@H:24]([CH2:26][OH:27])[C@@H:23]([OH:28])[C@H:22]3[OH:29])[C:13]=2[N:12]=1, predict the reaction product. The product is: [Cl:1][C:2]1[CH:7]=[CH:6][C:5]([C@H:8]([NH:10][C:15]2[C:14]3[N:18]=[CH:19][N:20]([C:13]=3[N:12]=[CH:11][N:16]=2)[C@@H:21]2[O:25][C@H:24]([CH2:26][OH:27])[C@@H:23]([OH:28])[C@H:22]2[OH:29])[CH3:9])=[CH:4][CH:3]=1. (2) Given the reactants [NH2:1][CH2:2][CH:3]([OH:5])[CH3:4].[C:6]([O:11]CC)(=O)[CH:7]([CH3:9])[OH:8], predict the reaction product. The product is: [C:6]([NH:1][CH2:2][CH:3]([OH:5])[CH3:4])(=[O:11])[CH:7]([CH3:9])[OH:8]. (3) Given the reactants Br[CH2:2][C:3]1[S:7][C:6]([C:8]([O:10][CH3:11])=[O:9])=[CH:5][CH:4]=1.[CH3:12][NH:13][CH2:14][CH2:15][CH2:16][CH3:17], predict the reaction product. The product is: [CH2:14]([N:13]([CH2:2][C:3]1[S:7][C:6]([C:8]([O:10][CH3:11])=[O:9])=[CH:5][CH:4]=1)[CH3:12])[CH2:15][CH2:16][CH3:17].